From a dataset of Forward reaction prediction with 1.9M reactions from USPTO patents (1976-2016). Predict the product of the given reaction. The product is: [C@@H:14]1([N:13]2[CH:24]=[CH:25][C:10]([NH2:9])=[N:11][C:12]2=[O:26])[O:23][C@H:20]([CH2:21][OH:22])[C@@H:18]([OH:19])[C@H:15]1[OH:16]. Given the reactants C([NH:9][C:10]1[CH:25]=[CH:24][N:13]([C@@H:14]2[O:23][C@H:20]([CH2:21][OH:22])[C@@H:18]([OH:19])[C@H:15]2[O:16]C)[C:12](=[O:26])[N:11]=1)(=O)C1C=CC=CC=1.COC1C=CC(C(Cl)(C2C=CC(OC)=CC=2)C2C=CC=CC=2)=CC=1, predict the reaction product.